From a dataset of Catalyst prediction with 721,799 reactions and 888 catalyst types from USPTO. Predict which catalyst facilitates the given reaction. Reactant: C(OC([N:8]1[CH2:13][CH2:12][CH:11]([N:14]2[CH2:18][CH2:17][CH:16]([O:19][C:20]3[CH:25]=[CH:24][C:23]([N:26]4[C:30]([CH3:31])=[N:29][N:28]=[N:27]4)=[CH:22][CH:21]=3)[C:15]2=[O:32])[CH2:10][CH2:9]1)=O)(C)(C)C.[ClH:33]. Product: [ClH:33].[CH3:31][C:30]1[N:26]([C:23]2[CH:22]=[CH:21][C:20]([O:19][C@H:16]3[CH2:17][CH2:18][N:14]([CH:11]4[CH2:10][CH2:9][NH:8][CH2:13][CH2:12]4)[C:15]3=[O:32])=[CH:25][CH:24]=2)[N:27]=[N:28][N:29]=1. The catalyst class is: 135.